Dataset: Full USPTO retrosynthesis dataset with 1.9M reactions from patents (1976-2016). Task: Predict the reactants needed to synthesize the given product. (1) Given the product [NH2:32][CH:15]1[N:16]=[C:17]([C:25]2[CH:30]=[CH:29][CH:28]=[CH:27][C:26]=2[F:31])[C:18]2[CH:23]=[CH:22][CH:21]=[C:20]([Cl:24])[C:19]=2[N:13]([CH2:12][C:10]([N:3]2[CH2:4][CH:5]3[CH2:8][CH2:9][CH:1]([CH2:7][CH2:6]3)[CH2:2]2)=[O:11])[C:14]1=[O:40], predict the reactants needed to synthesize it. The reactants are: [CH:1]12[CH2:9][CH2:8][CH:5]([CH2:6][CH2:7]1)[CH2:4][N:3]([C:10]([CH2:12][N:13]1[C:19]3[C:20]([Cl:24])=[CH:21][CH:22]=[CH:23][C:18]=3[C:17]([C:25]3[CH:30]=[CH:29][CH:28]=[CH:27][C:26]=3[F:31])=[N:16][CH:15]([NH:32]C(OC(C)(C)C)=O)[C:14]1=[O:40])=[O:11])[CH2:2]2.Cl.C(=O)(O)[O-].[Na+]. (2) The reactants are: [CH2:1]([C:3]([CH2:8][OH:9])([CH2:6][OH:7])[CH2:4][CH3:5])[OH:2].[SH:10][C:11]([CH3:16])([CH3:15])[C:12]([OH:14])=[O:13].O.C1(C)C=CC(S(O)(=O)=O)=CC=1.C(=O)([O-])O.[Na+]. Given the product [SH:10][C:11]([CH3:16])([CH3:15])[C:12]([OH:14])=[O:13].[SH:10][C:11]([CH3:16])([CH3:15])[C:12]([OH:14])=[O:13].[SH:10][C:11]([CH3:16])([CH3:15])[C:12]([OH:14])=[O:13].[CH2:1]([C:3]([CH2:8][OH:9])([CH2:6][OH:7])[CH2:4][CH3:5])[OH:2], predict the reactants needed to synthesize it. (3) Given the product [CH3:10][CH2:9][CH2:8][CH2:7][CH2:6][CH2:5][CH2:4][CH2:3][CH2:2][CH2:1][O-:11].[Na+:14], predict the reactants needed to synthesize it. The reactants are: [CH2:1]([OH:11])[CH2:2][CH2:3][CH2:4][CH2:5][CH2:6][CH2:7][CH2:8][CH2:9][CH3:10].C[O-].[Na+:14]. (4) The reactants are: [CH2:1]([N:8]1[CH2:13][CH2:12][CH:11]([NH:14][CH:15]2[CH2:24][CH2:23][C:22]3[C:17](=[CH:18][C:19]([O:25][CH3:26])=[CH:20][CH:21]=3)[CH2:16]2)[CH2:10][CH2:9]1)[C:2]1[CH:7]=[CH:6][CH:5]=[CH:4][CH:3]=1.[CH:27](=O)[CH2:28][CH3:29].C(O[BH-](OC(=O)C)OC(=O)C)(=O)C.[Na+]. Given the product [CH2:1]([N:8]1[CH2:13][CH2:12][CH:11]([N:14]([CH:15]2[CH2:24][CH2:23][C:22]3[C:17](=[CH:18][C:19]([O:25][CH3:26])=[CH:20][CH:21]=3)[CH2:16]2)[CH2:27][CH2:28][CH3:29])[CH2:10][CH2:9]1)[C:2]1[CH:3]=[CH:4][CH:5]=[CH:6][CH:7]=1, predict the reactants needed to synthesize it. (5) Given the product [OH:23][C:5]1[CH:4]=[CH:3][C:2]([N:1]2[C:39](=[O:40])[C:33]3[C:32](=[CH:31][CH:30]=[C:35]([C:36]([OH:38])=[O:37])[CH:34]=3)[C:42]2=[O:41])=[CH:7][C:6]=1[C:8]1[O:9][C:10]2[CH:16]=[CH:15][C:14]([C:17]3[CH:22]=[CH:21][CH:20]=[CH:19][CH:18]=3)=[CH:13][C:11]=2[N:12]=1, predict the reactants needed to synthesize it. The reactants are: [NH2:1][C:2]1[CH:3]=[CH:4][C:5]([O:23]CC2C=COC=2)=[C:6]([C:8]2[O:9][C:10]3[CH:16]=[CH:15][C:14]([C:17]4[CH:22]=[CH:21][CH:20]=[CH:19][CH:18]=4)=[CH:13][C:11]=3[N:12]=2)[CH:7]=1.[CH:30]1[C:35]([C:36]([OH:38])=[O:37])=[CH:34][C:33]2[C:39]([O:41][C:42](=O)[C:32]=2[CH:31]=1)=[O:40]. (6) Given the product [CH2:1]([O:3][C:4]([C:6]1[C:7](=[O:18])[O:8][C:9]2[C:14]([CH:15]=1)=[CH:13][C:12]([Cl:16])=[C:11]([OH:17])[C:10]=2[N+:19]([O-:21])=[O:20])=[O:5])[CH3:2], predict the reactants needed to synthesize it. The reactants are: [CH2:1]([O:3][C:4]([C:6]1[C:7](=[O:18])[O:8][C:9]2[C:14]([CH:15]=1)=[CH:13][C:12]([Cl:16])=[C:11]([OH:17])[CH:10]=2)=[O:5])[CH3:2].[N+:19]([O-])([OH:21])=[O:20]. (7) Given the product [C:26]([C:30]1[CH:38]=[C:37]2[C:33]([CH:34]=[C:35]([CH3:43])[CH:36]2[Si:39]([CH:16]2[C:15]3[C:19](=[C:11]([C:8]4[CH:9]=[CH:10][C:5]([C:1]([CH3:4])([CH3:2])[CH3:3])=[CH:6][CH:7]=4)[CH:12]=[CH:13][CH:14]=3)[CH:18]=[C:17]2[CH3:20])([CH3:41])[CH3:40])=[C:32]([C:44]2[CH:45]=[CH:46][CH:47]=[CH:48][CH:49]=2)[C:31]=1[O:50][CH3:51])([CH3:27])([CH3:28])[CH3:29], predict the reactants needed to synthesize it. The reactants are: [C:1]([C:5]1[CH:10]=[CH:9][C:8]([C:11]2[CH:12]=[CH:13][CH:14]=[C:15]3[C:19]=2[CH2:18][C:17]([CH3:20])=[CH:16]3)=[CH:7][CH:6]=1)([CH3:4])([CH3:3])[CH3:2].[Li]CCCC.[C:26]([C:30]1[CH:38]=[C:37]2[C:33]([CH:34]=[C:35]([CH3:43])[CH:36]2[Si:39](Cl)([CH3:41])[CH3:40])=[C:32]([C:44]2[CH:49]=[CH:48][CH:47]=[CH:46][CH:45]=2)[C:31]=1[O:50][CH3:51])([CH3:29])([CH3:28])[CH3:27].O.